Dataset: Forward reaction prediction with 1.9M reactions from USPTO patents (1976-2016). Task: Predict the product of the given reaction. (1) Given the reactants [F:1][C:2]([F:20])([F:19])[C:3]1[C:11]2[CH2:10][CH2:9][CH2:8][CH2:7][C:6]=2[N:5]([CH2:12][CH2:13][CH2:14][C:15]([O:17]C)=[O:16])[N:4]=1.[OH-].[Na+], predict the reaction product. The product is: [F:20][C:2]([F:1])([F:19])[C:3]1[C:11]2[CH2:10][CH2:9][CH2:8][CH2:7][C:6]=2[N:5]([CH2:12][CH2:13][CH2:14][C:15]([OH:17])=[O:16])[N:4]=1. (2) Given the reactants [N:1]1([CH:10]([NH:14][C:15]([O:17][CH2:18][C:19]2[CH:24]=[CH:23][CH:22]=[CH:21][CH:20]=2)=[O:16])[C:11]([OH:13])=O)[C:5]2[CH:6]=[CH:7][CH:8]=[CH:9][C:4]=2N=N1.[CH:25]1([N:31]=C=[N:31][CH:25]2[CH2:30][CH2:29][CH2:28][CH2:27][CH2:26]2)[CH2:30][CH2:29][CH2:28][CH2:27][CH2:26]1.[C:40]([O-:43])(O)=[O:41].[Na+].[OH-].[Na+].[CH2:47](Cl)Cl, predict the reaction product. The product is: [O:13]=[C:11]1[NH:31][C:25]2[CH:30]=[C:29]3[O:43][CH2:40][O:41][C:28]3=[CH:27][C:26]=2[C:5]([C:6]2[CH:7]=[CH:8][CH:9]=[CH:4][CH:47]=2)=[N:1][CH:10]1[NH:14][C:15](=[O:16])[O:17][CH2:18][C:19]1[CH:20]=[CH:21][CH:22]=[CH:23][CH:24]=1. (3) Given the reactants F[C:2]1[CH:9]=[C:8]([C:10]([F:13])([F:12])[F:11])[CH:7]=[CH:6][C:3]=1[CH:4]=[O:5].[NH:14]1[CH2:18][CH2:17][CH:16]([C:19]([O:21][CH3:22])=[O:20])[CH2:15]1.C(N(CC)C(C)C)(C)C, predict the reaction product. The product is: [CH:4]([C:3]1[CH:6]=[CH:7][C:8]([C:10]([F:13])([F:12])[F:11])=[CH:9][C:2]=1[N:14]1[CH2:18][CH2:17][CH:16]([C:19]([O:21][CH3:22])=[O:20])[CH2:15]1)=[O:5]. (4) The product is: [CH2:21]([C@H:8]([NH:7][C:6]([C@@H:62]([NH:61][C:59]([C@@H:58]([NH:57][C:55]([C:47]1[N:46]([CH3:45])[C:54]2[C:49]([CH:48]=1)=[CH:50][CH:51]=[CH:52][CH:53]=2)=[O:56])[CH3:73])=[O:60])[CH2:66][C:67]1[CH:68]=[CH:69][CH:70]=[CH:71][CH:72]=1)=[O:28])[CH:9]([C:11](=[O:20])[NH:12][CH2:13][C:14]1[CH:15]=[CH:16][CH:17]=[CH:18][CH:19]=1)[OH:10])[C:22]1[CH:23]=[CH:24][CH:25]=[CH:26][CH:27]=1. Given the reactants C(O[C:6](=[O:28])[NH:7][C@@H:8]([CH2:21][C:22]1[CH:27]=[CH:26][CH:25]=[CH:24][CH:23]=1)[CH:9]([C:11](=[O:20])[NH:12][CH2:13][C:14]1[CH:19]=[CH:18][CH:17]=[CH:16][CH:15]=1)[OH:10])(C)(C)C.FC(F)(F)C(O)=O.C(N(CC)C(C)C)(C)C.[CH3:45][N:46]1[C:54]2[C:49](=[CH:50][CH:51]=[CH:52][CH:53]=2)[CH:48]=[C:47]1[C:55]([NH:57][C@@H:58]([CH3:73])[C:59]([NH:61][C@@H:62]([CH2:66][C:67]1[CH:72]=[CH:71][CH:70]=[CH:69][CH:68]=1)C(O)=O)=[O:60])=[O:56].ON1C2C=CC=CC=2N=N1.Cl.CN(C)CCCN=C=NCC, predict the reaction product. (5) Given the reactants [CH3:1][CH:2]([CH3:27])[CH2:3][CH:4]([NH:17][C:18]1[CH:26]=[CH:25][C:21]([C:22]([OH:24])=O)=[CH:20][CH:19]=1)[C:5]1[CH:9]=[C:8]([C:10]2[CH:15]=[CH:14][CH:13]=[CH:12][CH:11]=2)[O:7][C:6]=1[CH3:16].[CH3:28][NH:29][CH2:30][CH2:31][C:32]([O:34][CH2:35][CH3:36])=[O:33].Cl.C(N=C=NCCCN(C)C)C.O.OC1C2N=NNC=2C=CC=1, predict the reaction product. The product is: [CH3:28][N:29]([C:22]([C:21]1[CH:20]=[CH:19][C:18]([NH:17][CH:4]([C:5]2[CH:9]=[C:8]([C:10]3[CH:11]=[CH:12][CH:13]=[CH:14][CH:15]=3)[O:7][C:6]=2[CH3:16])[CH2:3][CH:2]([CH3:1])[CH3:27])=[CH:26][CH:25]=1)=[O:24])[CH2:30][CH2:31][C:32]([O:34][CH2:35][CH3:36])=[O:33]. (6) The product is: [CH2:18]([O:25][C:26]1[CH:31]=[CH:30][N:29]([C:2]2[CH:3]=[CH:4][C:5]3[C:6]4[CH2:16][NH:15][CH2:14][CH2:13][CH2:12][C:7]=4[N:8]([CH3:11])[C:9]=3[CH:10]=2)[C:28](=[O:32])[CH:27]=1)[C:19]1[CH:20]=[CH:21][CH:22]=[CH:23][CH:24]=1. Given the reactants Br[C:2]1[CH:3]=[CH:4][C:5]2[C:6]3[C:16](=O)[NH:15][CH2:14][CH2:13][CH2:12][C:7]=3[N:8]([CH3:11])[C:9]=2[CH:10]=1.[CH2:18]([O:25][C:26]1[CH:31]=[CH:30][NH:29][C:28](=[O:32])[CH:27]=1)[C:19]1[CH:24]=[CH:23][CH:22]=[CH:21][CH:20]=1.C([O-])([O-])=O.[Cs+].[Cs+].OC1C=CC=C2C=1N=CC=C2, predict the reaction product. (7) Given the reactants [CH3:1][CH:2]([C:5]1[N:6]([CH2:17][C:18]2[N:23]=[C:22]([C:24]([NH2:26])=O)[CH:21]=[CH:20][CH:19]=2)[C:7]2[C:12]([CH:13]=1)=[CH:11][C:10]([O:14][CH3:15])=[C:9]([Cl:16])[CH:8]=2)[CH2:3][CH3:4].C(N(CC)CC)C.FC(F)(F)C(OC(=O)C(F)(F)F)=O.C(=O)([O-])O.[Na+], predict the reaction product. The product is: [CH3:1][CH:2]([C:5]1[N:6]([CH2:17][C:18]2[N:23]=[C:22]([C:24]#[N:26])[CH:21]=[CH:20][CH:19]=2)[C:7]2[C:12]([CH:13]=1)=[CH:11][C:10]([O:14][CH3:15])=[C:9]([Cl:16])[CH:8]=2)[CH2:3][CH3:4]. (8) Given the reactants [CH3:1][C:2]1[CH:3]=[C:4]([CH:7]=[CH:8][C:9]=1[N+:10]([O-:12])=[O:11])[CH:5]=O.Cl.[NH2:14][OH:15], predict the reaction product. The product is: [CH3:1][C:2]1[CH:3]=[C:4]([CH:7]=[CH:8][C:9]=1[N+:10]([O-:12])=[O:11])/[CH:5]=[N:14]/[OH:15]. (9) Given the reactants C[O:2][C:3](=[O:33])[CH2:4][CH2:5][C:6]1[CH:11]=[CH:10][C:9]([O:12][C:13]2[CH:18]=[CH:17][C:16]([C:19]([CH3:32])([CH3:31])[C:20](=[O:30])[NH:21][NH:22][C:23]([O:25][C:26]([CH3:29])([CH3:28])[CH3:27])=[O:24])=[CH:15][CH:14]=2)=[CH:8][CH:7]=1.[OH-].[Li+], predict the reaction product. The product is: [C:26]([O:25][C:23]([NH:22][NH:21][C:20]([C:19]([CH3:32])([CH3:31])[C:16]1[CH:17]=[CH:18][C:13]([O:12][C:9]2[CH:8]=[CH:7][C:6]([CH2:5][CH2:4][C:3]([OH:33])=[O:2])=[CH:11][CH:10]=2)=[CH:14][CH:15]=1)=[O:30])=[O:24])([CH3:29])([CH3:27])[CH3:28].